This data is from Reaction yield outcomes from USPTO patents with 853,638 reactions. The task is: Predict the reaction yield, written as a fraction of the theoretical maximum amount of product (1.0 means a 100% yield; for example, 0.34 means a 34% yield). The reactants are [Cl:1][C:2]1[CH:10]=[C:9]([OH:11])[CH:8]=[CH:7][C:3]=1[C:4]([OH:6])=[O:5].S(=O)(=O)(O)O.[C:17](=O)([O-])O.[Na+]. The catalyst is CO. The product is [CH3:17][O:5][C:4](=[O:6])[C:3]1[CH:7]=[CH:8][C:9]([OH:11])=[CH:10][C:2]=1[Cl:1]. The yield is 0.920.